The task is: Regression. Given two drug SMILES strings and cell line genomic features, predict the synergy score measuring deviation from expected non-interaction effect.. This data is from NCI-60 drug combinations with 297,098 pairs across 59 cell lines. (1) Drug 1: CC1=C(C=C(C=C1)NC2=NC=CC(=N2)N(C)C3=CC4=NN(C(=C4C=C3)C)C)S(=O)(=O)N.Cl. Drug 2: CC1CCCC2(C(O2)CC(NC(=O)CC(C(C(=O)C(C1O)C)(C)C)O)C(=CC3=CSC(=N3)C)C)C. Cell line: MDA-MB-231. Synergy scores: CSS=9.93, Synergy_ZIP=-2.30, Synergy_Bliss=7.96, Synergy_Loewe=8.65, Synergy_HSA=8.71. (2) Drug 1: CNC(=O)C1=CC=CC=C1SC2=CC3=C(C=C2)C(=NN3)C=CC4=CC=CC=N4. Drug 2: C1CCC(C1)C(CC#N)N2C=C(C=N2)C3=C4C=CNC4=NC=N3. Cell line: EKVX. Synergy scores: CSS=11.3, Synergy_ZIP=-1.20, Synergy_Bliss=2.80, Synergy_Loewe=2.75, Synergy_HSA=4.06. (3) Cell line: A549. Drug 2: C1CN(CCN1C(=O)CCBr)C(=O)CCBr. Drug 1: CC1=C(N=C(N=C1N)C(CC(=O)N)NCC(C(=O)N)N)C(=O)NC(C(C2=CN=CN2)OC3C(C(C(C(O3)CO)O)O)OC4C(C(C(C(O4)CO)O)OC(=O)N)O)C(=O)NC(C)C(C(C)C(=O)NC(C(C)O)C(=O)NCCC5=NC(=CS5)C6=NC(=CS6)C(=O)NCCC[S+](C)C)O. Synergy scores: CSS=49.3, Synergy_ZIP=-2.34, Synergy_Bliss=-1.01, Synergy_Loewe=-17.0, Synergy_HSA=5.62.